This data is from NCI-60 drug combinations with 297,098 pairs across 59 cell lines. The task is: Regression. Given two drug SMILES strings and cell line genomic features, predict the synergy score measuring deviation from expected non-interaction effect. Synergy scores: CSS=74.3, Synergy_ZIP=8.72, Synergy_Bliss=5.23, Synergy_Loewe=-4.36, Synergy_HSA=7.77. Drug 1: C1CCC(CC1)NC(=O)N(CCCl)N=O. Cell line: RPMI-8226. Drug 2: CCN(CC)CCCC(C)NC1=C2C=C(C=CC2=NC3=C1C=CC(=C3)Cl)OC.